Dataset: Forward reaction prediction with 1.9M reactions from USPTO patents (1976-2016). Task: Predict the product of the given reaction. (1) Given the reactants [CH3:1][O:2][C:3]1[CH:4]=[C:5]([C:15]2[CH:59]=[CH:58][C:18]([C:19]([N:21]3[CH2:26][CH2:25][N:24]([CH2:27][CH2:28][CH2:29][N:30]4[CH2:35][CH2:34][N:33]([C:36](=[O:57])[C:37]5[CH:42]=[CH:41][C:40]([C:43]6[CH:48]=[C:47]([O:49][CH3:50])[C:46]([O:51][CH2:52][CH2:53][CH3:54])=[C:45]([O:55][CH3:56])[CH:44]=6)=[CH:39][CH:38]=5)[CH2:32][CH2:31]4)[CH2:23][CH2:22]3)=[O:20])=[CH:17][CH:16]=2)[CH:6]=[C:7]([O:13][CH3:14])[C:8]=1[O:9][CH2:10][CH2:11][CH3:12].C(OCC)(=O)C.[ClH:66].C(OCC)C, predict the reaction product. The product is: [ClH:66].[ClH:66].[CH3:50][O:49][C:47]1[CH:48]=[C:43]([C:40]2[CH:39]=[CH:38][C:37]([C:36]([N:33]3[CH2:34][CH2:35][N:30]([CH2:29][CH2:28][CH2:27][N:24]4[CH2:25][CH2:26][N:21]([C:19](=[O:20])[C:18]5[CH:58]=[CH:59][C:15]([C:5]6[CH:4]=[C:3]([O:2][CH3:1])[C:8]([O:9][CH2:10][CH2:11][CH3:12])=[C:7]([O:13][CH3:14])[CH:6]=6)=[CH:16][CH:17]=5)[CH2:22][CH2:23]4)[CH2:31][CH2:32]3)=[O:57])=[CH:42][CH:41]=2)[CH:44]=[C:45]([O:55][CH3:56])[C:46]=1[O:51][CH2:52][CH2:53][CH3:54]. (2) The product is: [CH3:7][C:3]([C:4]1[O:5][CH2:11][C:10]([CH3:14])([CH3:13])[N:9]=1)([CH3:8])[CH2:2][Cl:1].[OH:12][CH2:11][C:10]([NH:9][C:4](=[O:5])[C:3]([CH3:8])([CH3:7])[CH2:2][Cl:1])([CH3:14])[CH3:13]. Given the reactants [Cl:1][CH2:2][C:3]([CH3:8])([CH3:7])[C:4](Cl)=[O:5].[NH2:9][C:10]([CH3:14])([CH3:13])[CH2:11][OH:12], predict the reaction product. (3) Given the reactants CO[C:3]1[C:4](=[O:14])[NH:5][C:6]2[C:11]([N:12]=1)=[CH:10][CH:9]=[CH:8][C:7]=2[CH3:13].[NH:15]1[CH2:20][CH2:19][NH:18][CH2:17][CH2:16]1, predict the reaction product. The product is: [CH3:13][C:7]1[CH:8]=[CH:9][CH:10]=[C:11]2[C:6]=1[NH:5][C:4](=[O:14])[C:3]([N:15]1[CH2:20][CH2:19][NH:18][CH2:17][CH2:16]1)=[N:12]2. (4) Given the reactants [Br:1][C:2]1[CH:3]=[CH:4]C2=[C:6]([CH:20]=1)CN(C)CC=C2C1C=CC(F)=CC=1.C(=O)([O-])[O-].[K+].[K+].[N:27]1[CH:32]=[CH:31][CH:30]=[CH:29][CH:28]=1, predict the reaction product. The product is: [Br:1][C:2]1[CH:3]=[CH:4][C:28]2[CH2:29][CH2:30][CH2:31][CH2:32][NH:27][C:6]=2[CH:20]=1. (5) Given the reactants [CH3:1][C:2]1[CH:7]=[CH:6][C:5]([C:8]2[CH:13]=[CH:12][CH:11]=[CH:10][C:9]=2[C:14]([NH:16][C:17]2[CH:22]=[CH:21][C:20]([CH2:23][C:24](O)=[O:25])=[CH:19][CH:18]=2)=[O:15])=[CH:4][CH:3]=1.C1C=CC2N(O)N=NC=2C=1.CCN=C=NCCCN(C)C.Cl.[NH2:49][C:50]1[CH:55]=[CH:54][CH:53]=[CH:52][N:51]=1, predict the reaction product. The product is: [CH3:1][C:2]1[CH:3]=[CH:4][C:5]([C:8]2[C:9]([C:14]([NH:16][C:17]3[CH:18]=[CH:19][C:20]([CH2:23][C:24](=[O:25])[NH:49][C:50]4[CH:55]=[CH:54][CH:53]=[CH:52][N:51]=4)=[CH:21][CH:22]=3)=[O:15])=[CH:10][CH:11]=[CH:12][CH:13]=2)=[CH:6][CH:7]=1. (6) The product is: [Cl:1][C:2]1[N:7]=[C:6]([O:20][C:17]2[CH:18]=[CH:19][C:14]([O:13][CH3:12])=[CH:15][CH:16]=2)[C:5]([N+:9]([O-:11])=[O:10])=[CH:4][N:3]=1. Given the reactants [Cl:1][C:2]1[N:7]=[C:6](Cl)[C:5]([N+:9]([O-:11])=[O:10])=[CH:4][N:3]=1.[CH3:12][O:13][C:14]1[CH:19]=[CH:18][C:17]([OH:20])=[CH:16][CH:15]=1.C([O-])(O)=O.[Na+], predict the reaction product. (7) The product is: [N+:32]([C:35]1[CH:41]=[CH:40][C:38]([O:39][C:20]2[C:19]([F:24])=[C:18]([F:25])[C:17]([C:26]([F:27])([F:28])[F:29])=[C:16]([O:15][C:14]3[CH:13]=[CH:12][C:11]([C:9]([O:8][CH2:1][C:2]4[CH:3]=[CH:4][CH:5]=[CH:6][CH:7]=4)=[O:10])=[CH:31][CH:30]=3)[C:21]=2[F:22])=[CH:37][C:36]=1[O:42][CH2:43][C:44]1[CH:45]=[CH:46][CH:47]=[CH:48][CH:49]=1)([O-:34])=[O:33]. Given the reactants [CH2:1]([O:8][C:9]([C:11]1[CH:31]=[CH:30][C:14]([O:15][C:16]2[C:21]([F:22])=[C:20](F)[C:19]([F:24])=[C:18]([F:25])[C:17]=2[C:26]([F:29])([F:28])[F:27])=[CH:13][CH:12]=1)=[O:10])[C:2]1[CH:7]=[CH:6][CH:5]=[CH:4][CH:3]=1.[N+:32]([C:35]1[CH:41]=[CH:40][C:38]([O-:39])=[CH:37][C:36]=1[O:42][CH2:43][C:44]1[CH:49]=[CH:48][CH:47]=[CH:46][CH:45]=1)([O-:34])=[O:33].[K+].C(=O)([O-])[O-].[K+].[K+].C(=O)([O-])O.[K+], predict the reaction product.